This data is from Forward reaction prediction with 1.9M reactions from USPTO patents (1976-2016). The task is: Predict the product of the given reaction. (1) Given the reactants [NH2:1][C:2]1[C:3]2[C:10]([C:11]3[CH:16]=[CH:15][CH:14]=[CH:13][CH:12]=3)=[C:9]([Br:17])[O:8][C:4]=2[N:5]=[CH:6][N:7]=1.C1(C)C(S(O[CH2:28][C@@H:29]2[CH2:33][CH2:32][CH2:31][O:30]2)(=O)=O)=CC=CC=1.[OH-].[Na+], predict the reaction product. The product is: [O:30]1[CH2:31][CH2:32][CH2:33][C@H:29]1[CH2:28][NH:1][C:2]1[C:3]2[C:10]([C:11]3[CH:16]=[CH:15][CH:14]=[CH:13][CH:12]=3)=[C:9]([Br:17])[O:8][C:4]=2[N:5]=[CH:6][N:7]=1. (2) Given the reactants BrC[C:3]([C:5]1[NH:6][CH:7]=[CH:8][CH:9]=1)=[O:4].[Na+].[I-].[C:12]([O:20][CH2:21][CH3:22])(=[O:19])[CH2:13][C:14]([O:16][CH2:17][CH3:18])=[O:15].[H-].[Na+].[Br-].N[C@H](C(O)=O)CC1C=C2C(C=CC=C2)=CC=1.[Cl-].[NH4+], predict the reaction product. The product is: [CH2:21]([O:20][C:12](=[O:19])[CH:13]([C:3]([C:5]1[NH:6][CH:7]=[CH:8][CH:9]=1)=[O:4])[C:14]([O:16][CH2:17][CH3:18])=[O:15])[CH3:22]. (3) Given the reactants [Br:1][C:2]1[CH:3]=[C:4]([CH:8]=[CH:9][C:10]=1[Cl:11])[C:5](O)=[O:6].B, predict the reaction product. The product is: [Br:1][C:2]1[CH:3]=[C:4]([CH2:5][OH:6])[CH:8]=[CH:9][C:10]=1[Cl:11]. (4) Given the reactants [CH:1]1([C:4]#[C:5][C:6]2[CH:13]=[CH:12][C:9]([CH:10]=[O:11])=[CH:8][CH:7]=2)[CH2:3][CH2:2]1.[H][H], predict the reaction product. The product is: [CH:1]1([CH2:4][CH2:5][C:6]2[CH:7]=[CH:8][C:9]([CH:10]=[O:11])=[CH:12][CH:13]=2)[CH2:3][CH2:2]1. (5) The product is: [CH3:1][C:2]1([CH3:20])[C:15]2[CH:14]=[CH:13][CH:12]=[CH:11][C:10]=2[N:9]([CH2:16][CH2:17][C:18]2[NH:23][N:22]=[N:21][N:19]=2)[C:8]2[C:3]1=[CH:4][CH:5]=[CH:6][CH:7]=2. Given the reactants [CH3:1][C:2]1([CH3:20])[C:15]2[CH:14]=[CH:13][CH:12]=[CH:11][C:10]=2[N:9]([CH2:16][CH2:17][C:18]#[N:19])[C:8]2[C:3]1=[CH:4][CH:5]=[CH:6][CH:7]=2.[N-:21]=[N+:22]=[N-:23].[Na+].[Cl-].[NH4+].Cl, predict the reaction product.